This data is from NCI-60 drug combinations with 297,098 pairs across 59 cell lines. The task is: Regression. Given two drug SMILES strings and cell line genomic features, predict the synergy score measuring deviation from expected non-interaction effect. (1) Drug 1: CC1CCC2CC(C(=CC=CC=CC(CC(C(=O)C(C(C(=CC(C(=O)CC(OC(=O)C3CCCCN3C(=O)C(=O)C1(O2)O)C(C)CC4CCC(C(C4)OC)OCCO)C)C)O)OC)C)C)C)OC. Drug 2: CC(C)NC(=O)C1=CC=C(C=C1)CNNC.Cl. Cell line: HS 578T. Synergy scores: CSS=8.12, Synergy_ZIP=-3.55, Synergy_Bliss=-1.08, Synergy_Loewe=-9.79, Synergy_HSA=-0.550. (2) Drug 1: C1CN1P(=S)(N2CC2)N3CC3. Drug 2: C(CCl)NC(=O)N(CCCl)N=O. Cell line: OVCAR-5. Synergy scores: CSS=14.4, Synergy_ZIP=-2.57, Synergy_Bliss=0.859, Synergy_Loewe=-2.28, Synergy_HSA=0.484. (3) Drug 1: CC1=CC2C(CCC3(C2CCC3(C(=O)C)OC(=O)C)C)C4(C1=CC(=O)CC4)C. Drug 2: C1CN(CCN1C(=O)CCBr)C(=O)CCBr. Cell line: OVCAR3. Synergy scores: CSS=7.32, Synergy_ZIP=3.32, Synergy_Bliss=5.36, Synergy_Loewe=-6.65, Synergy_HSA=-0.534. (4) Drug 1: C1=CN(C(=O)N=C1N)C2C(C(C(O2)CO)O)O.Cl. Drug 2: CC(C)CN1C=NC2=C1C3=CC=CC=C3N=C2N. Cell line: T-47D. Synergy scores: CSS=23.1, Synergy_ZIP=-1.24, Synergy_Bliss=3.36, Synergy_Loewe=1.96, Synergy_HSA=4.98. (5) Drug 1: C1=NC2=C(N1)C(=S)N=CN2. Drug 2: C1=NC2=C(N=C(N=C2N1C3C(C(C(O3)CO)O)F)Cl)N. Cell line: A498. Synergy scores: CSS=0.112, Synergy_ZIP=-2.55, Synergy_Bliss=-5.12, Synergy_Loewe=-5.24, Synergy_HSA=-4.67. (6) Drug 1: CN(C)C1=NC(=NC(=N1)N(C)C)N(C)C. Drug 2: CC1=C(C(=CC=C1)Cl)NC(=O)C2=CN=C(S2)NC3=CC(=NC(=N3)C)N4CCN(CC4)CCO. Cell line: A549. Synergy scores: CSS=29.7, Synergy_ZIP=-8.83, Synergy_Bliss=0.375, Synergy_Loewe=-83.3, Synergy_HSA=-2.60. (7) Drug 2: C1C(C(OC1N2C=NC3=C2NC=NCC3O)CO)O. Drug 1: C1CN1P(=S)(N2CC2)N3CC3. Synergy scores: CSS=9.61, Synergy_ZIP=-2.13, Synergy_Bliss=2.17, Synergy_Loewe=0.614, Synergy_HSA=0.828. Cell line: TK-10. (8) Drug 1: C1=C(C(=O)NC(=O)N1)F. Drug 2: C(CN)CNCCSP(=O)(O)O. Cell line: KM12. Synergy scores: CSS=22.6, Synergy_ZIP=1.82, Synergy_Bliss=-0.735, Synergy_Loewe=-17.2, Synergy_HSA=-1.20.